Predict the product of the given reaction. From a dataset of Forward reaction prediction with 1.9M reactions from USPTO patents (1976-2016). The product is: [C:28]([C:24]1[CH:23]=[C:22]2[C:27]([CH:18]([NH:17][C:15]([NH:14][C:9]3[CH:10]=[CH:11][CH:12]=[C:13]4[C:8]=3[CH:7]=[N:6][NH:5]4)=[O:16])[CH2:19][CH2:20][O:21]2)=[CH:26][CH:25]=1)([CH3:31])([CH3:29])[CH3:30]. Given the reactants COC([N:5]1[C:13]2[C:8](=[C:9]([NH:14][C:15]([NH:17][CH:18]3[C:27]4[C:22](=[CH:23][C:24]([C:28]([CH3:31])([CH3:30])[CH3:29])=[CH:25][CH:26]=4)[O:21][CH2:20][CH2:19]3)=[O:16])[CH:10]=[CH:11][CH:12]=2)[CH:7]=[N:6]1)=O.[OH-].[Na+], predict the reaction product.